Dataset: Forward reaction prediction with 1.9M reactions from USPTO patents (1976-2016). Task: Predict the product of the given reaction. (1) Given the reactants [Br:1][C:2]1[CH:3]=[C:4]([CH2:14]O)[CH:5]=[CH:6][C:7]=1[O:8][CH2:9][C:10]([F:13])([F:12])[F:11].C(N(CC)CC)C.CS([Cl:27])(=O)=O, predict the reaction product. The product is: [Br:1][C:2]1[CH:3]=[C:4]([CH2:14][Cl:27])[CH:5]=[CH:6][C:7]=1[O:8][CH2:9][C:10]([F:13])([F:12])[F:11]. (2) Given the reactants C([O:5][C:6](=[O:18])[CH2:7][O:8][C:9]1[CH:14]=[CH:13][C:12]([Cl:15])=[CH:11][C:10]=1[C:16]#[CH:17])(C)(C)C.Br[C:20]1[CH:25]=[C:24]([S:26]([CH2:29][CH2:30][C:31]2[CH:36]=[CH:35][CH:34]=[CH:33][CH:32]=2)(=[O:28])=[O:27])[CH:23]=[CH:22][C:21]=1[CH3:37], predict the reaction product. The product is: [Cl:15][C:12]1[CH:13]=[CH:14][C:9]([O:8][CH2:7][C:6]([OH:5])=[O:18])=[C:10]([C:16]#[C:17][C:22]2[CH:23]=[C:24]([S:26]([CH2:29][CH2:30][C:31]3[CH:32]=[CH:33][CH:34]=[CH:35][CH:36]=3)(=[O:28])=[O:27])[CH:25]=[CH:20][C:21]=2[CH3:37])[CH:11]=1.